Dataset: Forward reaction prediction with 1.9M reactions from USPTO patents (1976-2016). Task: Predict the product of the given reaction. (1) Given the reactants [F:1][C:2]([F:39])([F:38])[C:3]1[CH:4]=[C:5]([CH:31]=[C:32]([C:34]([F:37])([F:36])[F:35])[CH:33]=1)[CH2:6][N:7]([CH2:13][C:14]1[C:15]([N:22]([CH2:27][CH:28]2[CH2:30][CH2:29]2)[CH2:23][CH:24]2[CH2:26][CH2:25]2)=[N:16][C:17]([CH3:21])=[C:18]([CH3:20])[CH:19]=1)[C:8]1[N:9]=[N:10][NH:11][N:12]=1.[OH-].[Na+].[CH2:42](Cl)Cl.S(OC)(OC)(=O)=O, predict the reaction product. The product is: [F:39][C:2]([F:38])([F:1])[C:3]1[CH:4]=[C:5]([CH:31]=[C:32]([C:34]([F:37])([F:36])[F:35])[CH:33]=1)[CH2:6][N:7]([CH2:13][C:14]1[C:15]([N:22]([CH2:23][CH:24]2[CH2:26][CH2:25]2)[CH2:27][CH:28]2[CH2:30][CH2:29]2)=[N:16][C:17]([CH3:21])=[C:18]([CH3:20])[CH:19]=1)[C:8]1[N:9]=[N:10][N:11]([CH3:42])[N:12]=1. (2) Given the reactants [C:1]([OH:20])(=[O:19])[CH2:2][CH2:3][CH2:4][CH2:5][CH2:6][CH2:7][CH2:8][CH:9]=[CH:10][CH:11]=[CH:12][CH:13]=[CH:14][CH2:15][CH2:16][CH2:17][CH3:18].[OH-].[Na+:22], predict the reaction product. The product is: [C:1]([O-:20])(=[O:19])[CH2:2][CH2:3][CH2:4][CH2:5][CH2:6][CH2:7][CH2:8][CH:9]=[CH:10][CH:11]=[CH:12][CH:13]=[CH:14][CH2:15][CH2:16][CH2:17][CH3:18].[Na+:22]. (3) Given the reactants [C:1]([OH:13])(=O)[C:2]1[CH:11]=[CH:10][C:9]2[C:4](=[CH:5][CH:6]=[CH:7][CH:8]=2)[N:3]=1.[F:14][C:15]1[CH:20]=[CH:19][C:18]([CH2:21][CH2:22][N:23]2[CH2:28][CH2:27][NH:26][CH2:25][CH2:24]2)=[CH:17][CH:16]=1, predict the reaction product. The product is: [F:14][C:15]1[CH:20]=[CH:19][C:18]([CH2:21][CH2:22][N:23]2[CH2:24][CH2:25][N:26]([C:1]([C:2]3[CH:11]=[CH:10][C:9]4[C:4](=[CH:5][CH:6]=[CH:7][CH:8]=4)[N:3]=3)=[O:13])[CH2:27][CH2:28]2)=[CH:17][CH:16]=1. (4) Given the reactants O[C:2]([C:5]1[CH:10]=[CH:9][C:8]([C:11]2[N:15]3[CH:16]=[N:17][C:18]4[N:22]([S:23]([C:26]5[CH:32]=[CH:31][C:29]([CH3:30])=[CH:28][CH:27]=5)(=[O:25])=[O:24])[CH:21]=[CH:20][C:19]=4[C:14]3=[C:13]([CH:33]3[CH2:38][CH2:37][CH2:36][N:35](C(OCC4C=CC=CC=4)=O)[CH2:34]3)[N:12]=2)=[CH:7][CH:6]=1)([CH3:4])[CH3:3].I[Si](C)(C)C, predict the reaction product. The product is: [CH:2]([C:5]1[CH:10]=[CH:9][C:8]([C:11]2[N:15]3[CH:16]=[N:17][C:18]4[N:22]([S:23]([C:26]5[CH:27]=[CH:28][C:29]([CH3:30])=[CH:31][CH:32]=5)(=[O:25])=[O:24])[CH:21]=[CH:20][C:19]=4[C:14]3=[C:13]([CH:33]3[CH2:38][CH2:37][CH2:36][NH:35][CH2:34]3)[N:12]=2)=[CH:7][CH:6]=1)([CH3:4])[CH3:3]. (5) Given the reactants [CH2:1]([N:8]1[C:16]2[C:11](=[C:12]([NH:17][C:18]([C:20]3[N:24]4[CH:25]=[CH:26][C:27](Br)=[CH:28][C:23]4=[N:22][CH:21]=3)=[O:19])[CH:13]=[CH:14][CH:15]=2)[CH:10]=[N:9]1)[C:2]1[CH:7]=[CH:6][CH:5]=[CH:4][CH:3]=1.[CH2:30](C([Sn])=C(CCCC)CCCC)[CH2:31]CC.[F-].[Cs+].C(P(C(C)(C)C)C(C)(C)C)(C)(C)C, predict the reaction product. The product is: [CH2:1]([N:8]1[C:16]2[C:11](=[C:12]([NH:17][C:18]([C:20]3[N:24]4[CH:25]=[CH:26][C:27]([CH:30]=[CH2:31])=[CH:28][C:23]4=[N:22][CH:21]=3)=[O:19])[CH:13]=[CH:14][CH:15]=2)[CH:10]=[N:9]1)[C:2]1[CH:7]=[CH:6][CH:5]=[CH:4][CH:3]=1. (6) Given the reactants C([C@@H]1C(C2C=CC=CC=2)(C2C=CC=CC=2)OC(=O)N1[C:22](=[O:29])[CH2:23][C@H:24]([CH3:28])[CH2:25][CH:26]=[CH2:27])(C)C.[Li+].[Br-].C1CCN2C(=NCCC2)CC1.C1C[O:46][CH2:45]C1, predict the reaction product. The product is: [CH3:45][O:46][C:22](=[O:29])[CH2:23][C@H:24]([CH3:28])[CH2:25][CH:26]=[CH2:27]. (7) Given the reactants C(O)(C(F)(F)F)=O.C(OC([NH:15][CH2:16][C@H:17]1[CH2:22][CH2:21][C@H:20]([NH:23][S:24]([CH:27]([CH3:29])[CH3:28])(=[O:26])=[O:25])[CH2:19][CH2:18]1)=O)(C)(C)C, predict the reaction product. The product is: [NH2:15][CH2:16][C@H:17]1[CH2:18][CH2:19][C@H:20]([NH:23][S:24]([CH:27]([CH3:29])[CH3:28])(=[O:26])=[O:25])[CH2:21][CH2:22]1. (8) Given the reactants [Cl:1][C:2]1[C:11]([N+:12]([O-])=O)=[C:10]([NH:15][CH2:16][C:17]2[CH:31]=[CH:30][C:20]([CH2:21][NH:22][C:23](=[O:29])[O:24][C:25]([CH3:28])([CH3:27])[CH3:26])=[CH:19][CH:18]=2)[C:9]2[C:4](=[CH:5][CH:6]=[CH:7][CH:8]=2)[N:3]=1.S([O-])([O-])(=O)=O.[Mg+2], predict the reaction product. The product is: [NH2:12][C:11]1[C:2]([Cl:1])=[N:3][C:4]2[C:9]([C:10]=1[NH:15][CH2:16][C:17]1[CH:31]=[CH:30][C:20]([CH2:21][NH:22][C:23](=[O:29])[O:24][C:25]([CH3:26])([CH3:27])[CH3:28])=[CH:19][CH:18]=1)=[CH:8][CH:7]=[CH:6][CH:5]=2.